Predict which catalyst facilitates the given reaction. From a dataset of Catalyst prediction with 721,799 reactions and 888 catalyst types from USPTO. (1) Reactant: [OH:1][C:2]1[CH:3]=[CH:4][CH:5]=[C:6]2[C:11]=1[CH2:10][CH:9]([C:12]([OH:14])=O)[CH2:8][CH2:7]2.S(O)(O)(=O)=O.[CH2:20]([N:22]([CH2:30][CH3:31])[C:23]1[CH:28]=[CH:27][C:26]([NH2:29])=[CH:25][CH:24]=1)[CH3:21].CCN(CC)CC.CN(C(ON1N=NC2C=CC=CC1=2)=[N+](C)C)C.[B-](F)(F)(F)F. Product: [CH2:30]([N:22]([CH2:20][CH3:21])[C:23]1[CH:28]=[CH:27][C:26]([NH:29][C:12]([CH:9]2[CH2:8][CH2:7][C:6]3[C:11](=[C:2]([OH:1])[CH:3]=[CH:4][CH:5]=3)[CH2:10]2)=[O:14])=[CH:25][CH:24]=1)[CH3:31]. The catalyst class is: 3. (2) Reactant: [CH3:1][N:2]([C:4]([NH:6][C:7]([NH2:9])=[NH:8])=[NH:5])[CH3:3].[CH:10]1[C:15]([C:16]([NH:18][C@H:19]([C:25]([OH:27])=[O:26])[CH2:20][CH2:21][C:22]([OH:24])=[O:23])=[O:17])=[CH:14][CH:13]=[C:12]([NH:28][CH2:29][C:30]2[CH:31]=[N:32][C:33]3[NH:40][C:39]([NH2:41])=[N:38][C:36](=[O:37])[C:34]=3[N:35]=2)[CH:11]=1. Product: [CH:14]1[C:15]([C:16]([NH:18][C@H:19]([C:25]([OH:27])=[O:26])[CH2:20][CH2:21][C:22]([OH:24])=[O:23])=[O:17])=[CH:10][CH:11]=[C:12]([NH:28][CH2:29][C:30]2[CH:31]=[N:32][C:33]3[NH:40][C:39]([NH2:41])=[N:38][C:36](=[O:37])[C:34]=3[N:35]=2)[CH:13]=1.[CH3:1][N:2]([C:4]([NH:6][C:7]([NH2:9])=[NH:8])=[NH:5])[CH3:3]. The catalyst class is: 8. (3) Reactant: [Cl:1][C:2]1[N:3]=[CH:4][NH:5][C:6]=1[Cl:7].[OH-].[K+].[Br:10][CH2:11][CH2:12][CH2:13][CH2:14][C:15]([OH:17])=[O:16].Br[CH2:19][CH2:20][C:21]1[CH:30]=[CH:29][C:28]2[C:23](=[CH:24][CH:25]=[CH:26][CH:27]=2)[CH:22]=1.Br. Product: [Br-:10].[C:15]([CH2:14][CH2:13][CH2:12][CH2:11][N:3]1[C:2]([Cl:1])=[C:6]([Cl:7])[N+:5]([CH2:19][CH2:20][C:21]2[CH:30]=[CH:29][C:28]3[C:23](=[CH:24][CH:25]=[CH:26][CH:27]=3)[CH:22]=2)=[CH:4]1)([OH:17])=[O:16]. The catalyst class is: 10. (4) Reactant: O[CH2:2][C:3]1[C:4]([C:9]([O:11][CH:12]([CH3:14])[CH3:13])=[O:10])=[N:5][CH:6]=[CH:7][CH:8]=1.[CH3:15][C:16]1[CH:21]=[CH:20][C:19]([S:22]([NH:25][CH2:26][C:27]([O:29][CH3:30])=[O:28])(=[O:24])=[O:23])=[CH:18][CH:17]=1.C1(P(C2C=CC=CC=2)C2C=CC=CC=2)C=CC=CC=1.CCOC(/N=N/C(OCC)=O)=O. Product: [CH:12]([O:11][C:9]([C:4]1[C:3]([CH2:2][N:25]([CH2:26][C:27]([O:29][CH3:30])=[O:28])[S:22]([C:19]2[CH:18]=[CH:17][C:16]([CH3:15])=[CH:21][CH:20]=2)(=[O:24])=[O:23])=[CH:8][CH:7]=[CH:6][N:5]=1)=[O:10])([CH3:14])[CH3:13]. The catalyst class is: 1. (5) Reactant: [N+:1]([C:4]1[C:5]([CH2:14][OH:15])=[CH:6][C:7]2[C:12]([CH:13]=1)=[CH:11][CH:10]=[CH:9][CH:8]=2)([O-:3])=[O:2].[NH+]1C=CC=CC=1. Product: [N+:1]([C:4]1[C:5]([CH:14]=[O:15])=[CH:6][C:7]2[C:12]([CH:13]=1)=[CH:11][CH:10]=[CH:9][CH:8]=2)([O-:3])=[O:2]. The catalyst class is: 124.